Predict the product of the given reaction. From a dataset of Forward reaction prediction with 1.9M reactions from USPTO patents (1976-2016). Given the reactants [CH3:1][O:2][C:3]1[CH:4]=[C:5]([O:23][C:24]2[CH:25]=[N:26][C:27]([CH2:30][O:31][CH3:32])=[CH:28][CH:29]=2)[CH:6]=[C:7]2[C:11]=1[NH:10][C:9]([C:12]1[S:13][CH:14]([CH2:17][C:18]([O:20]CC)=[O:19])[CH2:15][N:16]=1)=[CH:8]2.[OH-].[Na+], predict the reaction product. The product is: [CH3:1][O:2][C:3]1[CH:4]=[C:5]([O:23][C:24]2[CH:25]=[N:26][C:27]([CH2:30][O:31][CH3:32])=[CH:28][CH:29]=2)[CH:6]=[C:7]2[C:11]=1[NH:10][C:9]([C:12]1[S:13][CH:14]([CH2:17][C:18]([OH:20])=[O:19])[CH2:15][N:16]=1)=[CH:8]2.